The task is: Predict the product of the given reaction.. This data is from Forward reaction prediction with 1.9M reactions from USPTO patents (1976-2016). (1) The product is: [CH2:1]1[C:10]2[C:5](=[CH:6][CH:7]=[C:8]([C:11]3([OH:22])[CH2:16][CH2:15][NH:14][CH2:13][CH2:12]3)[CH:9]=2)[CH2:4][CH2:3][O:2]1. Given the reactants [CH2:1]1[C:10]2[C:5](=[CH:6][CH:7]=[C:8]([C:11]3([OH:22])[CH2:16][CH2:15][N:14](C(OCC)=O)[CH2:13][CH2:12]3)[CH:9]=2)[CH2:4][CH2:3][O:2]1.[OH-].[K+], predict the reaction product. (2) Given the reactants [F:1][C:2]1[CH:7]=[CH:6][C:5]([C:8]2[S:12][C:11]3[CH:13]=[C:14]([O:17][CH3:18])[CH:15]=[CH:16][C:10]=3[C:9]=2[O:19][C:20]2[CH:25]=[CH:24][C:23](/[CH:26]=[CH:27]/[C:28]([OH:30])=O)=[CH:22][CH:21]=2)=[CH:4][CH:3]=1.C[N:32](C(ON1N=NC2C=CC=NC1=2)=[N+](C)C)C.F[P-](F)(F)(F)(F)F.CCN(C(C)C)C(C)C.[NH4+].[Cl-], predict the reaction product. The product is: [F:1][C:2]1[CH:7]=[CH:6][C:5]([C:8]2[S:12][C:11]3[CH:13]=[C:14]([O:17][CH3:18])[CH:15]=[CH:16][C:10]=3[C:9]=2[O:19][C:20]2[CH:25]=[CH:24][C:23](/[CH:26]=[CH:27]/[C:28]([NH2:32])=[O:30])=[CH:22][CH:21]=2)=[CH:4][CH:3]=1. (3) Given the reactants [NH:1]1[C:5]2=[CH:6][N:7]=[CH:8][CH:9]=[C:4]2[CH:3]=[C:2]1[C:10](=O)[CH3:11].[NH2:13][OH:14].Cl.[Li+].[OH-], predict the reaction product. The product is: [NH:1]1[C:5]2=[CH:6][N:7]=[CH:8][CH:9]=[C:4]2[CH:3]=[C:2]1[C:10](=[N:13][OH:14])[CH3:11]. (4) Given the reactants [NH2:1][C@@H:2]([CH2:20][C:21]1[CH:26]=[C:25]([F:27])[CH:24]=[C:23](F)[CH:22]=1)[C@@H:3]([C@H:5]1[CH2:10][O:9][C@@H:8]([O:11][CH2:12][C:13]([CH2:17][F:18])([CH2:15][F:16])[CH3:14])[C@H:7]([CH3:19])[NH:6]1)[OH:4].[CH3:29][CH:30]([S-:32])[CH3:31].[Na+].[Cl-].[NH4+], predict the reaction product. The product is: [NH2:1][C@@H:2]([CH2:20][C:21]1[CH:26]=[C:25]([F:27])[CH:24]=[C:23]([S:32][CH:30]([CH3:31])[CH3:29])[CH:22]=1)[C@@H:3]([C@H:5]1[CH2:10][O:9][C@@H:8]([O:11][CH2:12][C:13]([CH2:17][F:18])([CH2:15][F:16])[CH3:14])[C@H:7]([CH3:19])[NH:6]1)[OH:4]. (5) Given the reactants [NH:1]1[CH2:6][CH:5]=[C:4]([C:7]2[N:11]3[C:12]4[C:17]([N:18]=[C:19]([NH:20][CH2:21][CH2:22][CH2:23][OH:24])[C:10]3=[N:9][CH:8]=2)=[CH:16][C:15]([C:25]([F:28])([F:27])[F:26])=[CH:14][CH:13]=4)[CH2:3][CH2:2]1.[C:29](Cl)(=[O:31])[CH3:30], predict the reaction product. The product is: [OH:24][CH2:23][CH2:22][CH2:21][NH:20][C:19]1[C:10]2[N:11]([C:7]([C:4]3[CH2:3][CH2:2][N:1]([C:29](=[O:31])[CH3:30])[CH2:6][CH:5]=3)=[CH:8][N:9]=2)[C:12]2[C:17]([N:18]=1)=[CH:16][C:15]([C:25]([F:26])([F:28])[F:27])=[CH:14][CH:13]=2.